From a dataset of Full USPTO retrosynthesis dataset with 1.9M reactions from patents (1976-2016). Predict the reactants needed to synthesize the given product. (1) Given the product [OH:13][C@@H:4]1[CH2:3][C@@H:2]([CH3:1])[CH2:7][CH2:6][C@@H:5]1[C:8]([O:10][CH2:11][CH3:12])=[O:9], predict the reactants needed to synthesize it. The reactants are: [CH3:1][CH:2]1[CH2:7][CH2:6][CH:5]([C:8]([O:10][CH2:11][CH3:12])=[O:9])[C:4](=[O:13])[CH2:3]1.[BH4-].[Na+].Cl. (2) Given the product [CH2:14]([N:21]1[CH2:26][CH2:25][CH:24]([CH2:7][C:5]([O:4][CH3:3])=[O:6])[CH2:23][CH2:22]1)[C:15]1[CH:20]=[CH:19][CH:18]=[CH:17][CH:16]=1, predict the reactants needed to synthesize it. The reactants are: [H-].[Na+].[CH3:3][O:4][C:5]([CH2:7]P(OC)(OC)=O)=[O:6].[CH2:14]([N:21]1[CH2:26][CH2:25][C:24](=O)[CH2:23][CH2:22]1)[C:15]1[CH:20]=[CH:19][CH:18]=[CH:17][CH:16]=1.[H][H]. (3) Given the product [CH3:38][N:37]1[C:27]2[CH2:26][CH2:25][C:24]3[C:23]4[C:31]([N:30]([CH3:34])[C:29]=3[C:28]=2[CH:35]=[CH:36]1)=[CH:32][CH:33]=[C:21]([OH:20])[CH:22]=4, predict the reactants needed to synthesize it. The reactants are: COC1C=C2C(=CC=1)NC1C3C=CNC=3CCC2=1.C[O:20][C:21]1[CH:22]=[C:23]2[C:31](=[CH:32][CH:33]=1)[N:30]([CH3:34])[C:29]1[C:28]3[CH:35]=[CH:36][N:37]([CH3:38])[C:27]=3[CH2:26][CH2:25][C:24]2=1. (4) Given the product [C:29]([C:28]1[CH:4]([C:5]2[O:13][C:12]3[CH:11]=[CH:10][N:9]=[C:8]([NH:14][C:15](=[O:22])[C:16]4[CH:21]=[CH:20][CH:19]=[CH:18][CH:17]=4)[C:7]=3[CH:6]=2)[C:3]([C:1]#[N:2])=[C:23]([CH3:24])[NH:26][C:27]=1[C:31]1[CH:32]=[CH:33][C:34]([Cl:37])=[CH:35][CH:36]=1)#[N:30], predict the reactants needed to synthesize it. The reactants are: [C:1]([C:3]([C:23](=O)[CH3:24])=[CH:4][C:5]1[O:13][C:12]2[CH:11]=[CH:10][N:9]=[C:8]([NH:14][C:15](=[O:22])[C:16]3[CH:21]=[CH:20][CH:19]=[CH:18][CH:17]=3)[C:7]=2[CH:6]=1)#[N:2].[NH2:26][C:27]([C:31]1[CH:36]=[CH:35][C:34]([Cl:37])=[CH:33][CH:32]=1)=[CH:28][C:29]#[N:30].